From a dataset of Full USPTO retrosynthesis dataset with 1.9M reactions from patents (1976-2016). Predict the reactants needed to synthesize the given product. Given the product [CH2:1]([O:3][C:4](=[O:17])[C:5]([O:8][C:9]1[CH:14]=[CH:13][C:12]([O:15][CH2:19][C:20]2[C:21]([CH2:36][CH2:37][O:38][CH3:39])=[N:22][C:23]([C:26]3[CH:27]=[CH:28][C:29]([C:32]([F:35])([F:34])[F:33])=[CH:30][CH:31]=3)=[N:24][CH:25]=2)=[CH:11][C:10]=1[CH3:16])([CH3:6])[CH3:7])[CH3:2], predict the reactants needed to synthesize it. The reactants are: [CH2:1]([O:3][C:4](=[O:17])[C:5]([O:8][C:9]1[CH:14]=[CH:13][C:12]([OH:15])=[CH:11][C:10]=1[CH3:16])([CH3:7])[CH3:6])[CH3:2].Cl[CH2:19][C:20]1[C:21]([CH2:36][CH2:37][O:38][CH3:39])=[N:22][C:23]([C:26]2[CH:31]=[CH:30][C:29]([C:32]([F:35])([F:34])[F:33])=[CH:28][CH:27]=2)=[N:24][CH:25]=1.